This data is from Forward reaction prediction with 1.9M reactions from USPTO patents (1976-2016). The task is: Predict the product of the given reaction. (1) Given the reactants [Cl:1][C:2]1[CH:3]=[C:4]([NH:8][C:9]2[C:14]3[NH:15][CH:16]=[C:17]([CH3:18])[C:13]=3[C:12]([C:19]([OH:21])=O)=[CH:11][N:10]=2)[CH:5]=[CH:6][CH:7]=1.C([N:24]1[CH2:29][CH2:28][O:27][CH2:26][CH2:25]1)C.N1CCOCC1.O.ON1C2C=CC=CC=2N=N1.Cl.CN(C)CCCN=C=NCC, predict the reaction product. The product is: [Cl:1][C:2]1[CH:3]=[C:4]([NH:8][C:9]2[N:10]=[CH:11][C:12]([C:19]([N:24]3[CH2:29][CH2:28][O:27][CH2:26][CH2:25]3)=[O:21])=[C:13]3[C:17]([CH3:18])=[CH:16][NH:15][C:14]=23)[CH:5]=[CH:6][CH:7]=1. (2) Given the reactants Br[C:2]1[N:7]=[C:6]2[C:8]([C:19]([O:21][CH3:22])=[O:20])=[CH:9][N:10]([CH2:11][O:12][C:13](=[O:18])[C:14]([CH3:17])([CH3:16])[CH3:15])[C:5]2=[N:4][CH:3]=1.[Cl:23][C:24]1[CH:32]=[C:31]2[C:27]([C:28]([Sn](CCCC)(CCCC)CCCC)=[N:29][NH:30]2)=[CH:26][CH:25]=1, predict the reaction product. The product is: [Cl:23][C:24]1[CH:32]=[C:31]2[C:27]([C:28]([C:2]3[N:7]=[C:6]4[C:8]([C:19]([O:21][CH3:22])=[O:20])=[CH:9][N:10]([CH2:11][O:12][C:13](=[O:18])[C:14]([CH3:17])([CH3:16])[CH3:15])[C:5]4=[N:4][CH:3]=3)=[N:29][NH:30]2)=[CH:26][CH:25]=1. (3) Given the reactants Cl[C:2]1[C:3]2[C:4]3[CH2:5][N:6]([C:15](=[O:17])[CH3:16])[CH2:7][CH2:8][C:9]=3[S:10][C:11]=2[N:12]=[CH:13][N:14]=1.Cl.Cl.[N:20]1([C@H:26]2[CH2:31][CH2:30][C@H:29]([NH2:32])[CH2:28][CH2:27]2)[CH2:25][CH2:24][O:23][CH2:22][CH2:21]1, predict the reaction product. The product is: [N:20]1([CH:26]2[CH2:27][CH2:28][CH:29]([NH:32][C:2]3[C:3]4[C:4]5[CH2:5][N:6]([C:15](=[O:17])[CH3:16])[CH2:7][CH2:8][C:9]=5[S:10][C:11]=4[N:12]=[CH:13][N:14]=3)[CH2:30][CH2:31]2)[CH2:21][CH2:22][O:23][CH2:24][CH2:25]1. (4) Given the reactants [F:1][C:2]([F:14])([CH3:13])[CH2:3][CH2:4][CH2:5][CH2:6][N:7]1[CH:11]=[C:10]([NH2:12])[CH:9]=[N:8]1.[CH3:15][O:16][C:17]1[CH:18]=[C:19]([C:23]2[O:27][C:26]([CH3:28])=[N:25][C:24]=2[C:29](O)=[O:30])[CH:20]=[CH:21][CH:22]=1, predict the reaction product. The product is: [F:14][C:2]([F:1])([CH3:13])[CH2:3][CH2:4][CH2:5][CH2:6][N:7]1[CH:11]=[C:10]([NH:12][C:29]([C:24]2[N:25]=[C:26]([CH3:28])[O:27][C:23]=2[C:19]2[CH:20]=[CH:21][CH:22]=[C:17]([O:16][CH3:15])[CH:18]=2)=[O:30])[CH:9]=[N:8]1.